Predict the product of the given reaction. From a dataset of Forward reaction prediction with 1.9M reactions from USPTO patents (1976-2016). Given the reactants Br[C:2]1[CH:7]=[CH:6][C:5]([C:8]2[N:13]=[CH:12][C:11]([C:14]3[N:19]=[C:18]4[N:20]([CH2:33][O:34][CH2:35][CH2:36][Si:37]([CH3:40])([CH3:39])[CH3:38])[C:21]([O:23][C@H:24]5[C@H:28]6[O:29][CH2:30][C@@H:31]([OH:32])[C@H:27]6[O:26][CH2:25]5)=[N:22][C:17]4=[CH:16][C:15]=3[Cl:41])=[CH:10][CH:9]=2)=[CH:4][CH:3]=1.[CH3:42][S:43]([CH3:46])(=[NH:45])=[O:44], predict the reaction product. The product is: [Cl:41][C:15]1[CH:16]=[C:17]2[N:22]=[C:21]([O:23][C@@H:24]3[CH2:25][O:26][C@@H:27]4[C@H:31]([OH:32])[CH2:30][O:29][C@H:28]34)[N:20]([CH2:33][O:34][CH2:35][CH2:36][Si:37]([CH3:40])([CH3:39])[CH3:38])[C:18]2=[N:19][C:14]=1[C:11]1[CH:10]=[CH:9][C:8]([C:5]2[CH:6]=[CH:7][C:2]([N:45]=[S:43]([CH3:46])([CH3:42])=[O:44])=[CH:3][CH:4]=2)=[N:13][CH:12]=1.